This data is from Forward reaction prediction with 1.9M reactions from USPTO patents (1976-2016). The task is: Predict the product of the given reaction. (1) Given the reactants [CH3:1][O:2][C:3]1[CH:8]=[C:7]([O:9][CH3:10])[CH:6]=[CH:5][C:4]=1/[CH:11]=[CH:12]/[C:13]1[N:18]=[C:17](O)[CH:16]=[C:15]([CH3:20])[N:14]=1.O=P(Cl)(Cl)[Cl:23], predict the reaction product. The product is: [Cl:23][C:17]1[CH:16]=[C:15]([CH3:20])[N:14]=[C:13]([CH:12]=[CH:11][C:4]2[CH:5]=[CH:6][C:7]([O:9][CH3:10])=[CH:8][C:3]=2[O:2][CH3:1])[N:18]=1. (2) Given the reactants Br[C:2]1[N:3]=[CH:4][C:5]([C:11]([O:13][CH3:14])=[O:12])=[N:6][C:7]=1[CH:8]([CH3:10])[CH3:9].[F:15][C:16]1[CH:21]=[CH:20][C:19]([O:22][CH3:23])=[CH:18][C:17]=1B(O)O.C(=O)([O-])[O-].[K+].[K+], predict the reaction product. The product is: [F:15][C:16]1[CH:21]=[CH:20][C:19]([O:22][CH3:23])=[CH:18][C:17]=1[C:2]1[N:3]=[CH:4][C:5]([C:11]([O:13][CH3:14])=[O:12])=[N:6][C:7]=1[CH:8]([CH3:10])[CH3:9]. (3) Given the reactants Br[C:2]1[CH:7]=[CH:6][C:5]([N+:8]([O-:10])=[O:9])=[CH:4][C:3]=1[O:11][CH2:12][C:13]1[CH:18]=[CH:17][CH:16]=[CH:15][CH:14]=1.C(=O)([O-])[O-].[K+].[K+].[CH2:25]([SH:32])[C:26]1[CH:31]=[CH:30][CH:29]=[CH:28][CH:27]=1.CN(C=O)C, predict the reaction product. The product is: [CH2:12]([O:11][C:3]1[CH:4]=[C:5]([N+:8]([O-:10])=[O:9])[CH:6]=[CH:7][C:2]=1[S:32][CH2:25][C:26]1[CH:31]=[CH:30][CH:29]=[CH:28][CH:27]=1)[C:13]1[CH:18]=[CH:17][CH:16]=[CH:15][CH:14]=1. (4) Given the reactants [C:1]([O:5][C:6](=[O:9])[CH2:7][NH2:8])([CH3:4])([CH3:3])[CH3:2].[Cl:10][C:11]1[C:12](Cl)=[N:13][CH:14]=[C:15]([CH:18]=1)[C:16]#[N:17], predict the reaction product. The product is: [Cl:10][C:11]1[C:12]([NH:8][CH2:7][C:6]([O:5][C:1]([CH3:4])([CH3:3])[CH3:2])=[O:9])=[N:13][CH:14]=[C:15]([C:16]#[N:17])[CH:18]=1. (5) Given the reactants C(C([O:7][C:8]([C:11]([C:14]([C:14]([C:11]([CH2:8][O:7]C(C=C)=O)(F)F)(F)F)(F)F)(F)F)(F)F)F)(F)(F)F.[C:29]([CH:33]([O:35][C:36]([C:39]([C:42]([CH2:45][OH:46])([F:44])[F:43])([F:41])[F:40])([F:38])[F:37])[F:34])([F:32])([F:31])[F:30].C(Cl)(=O)C=C.C(N(C(C)C)CC)(C)C, predict the reaction product. The product is: [C:29]([CH:33]([O:35][C:36]([C:39]([C:42]([CH2:45][O:46][C:8]([CH:11]=[CH2:14])=[O:7])([F:43])[F:44])([F:40])[F:41])([F:37])[F:38])[F:34])([F:32])([F:31])[F:30].